From a dataset of Full USPTO retrosynthesis dataset with 1.9M reactions from patents (1976-2016). Predict the reactants needed to synthesize the given product. Given the product [CH2:1]([O:5][S:14]([CH3:13])(=[O:16])=[O:15])[CH2:2][C:3]#[CH:4], predict the reactants needed to synthesize it. The reactants are: [CH2:1]([OH:5])[CH2:2][C:3]#[CH:4].C(N(CC)CC)C.[CH3:13][S:14](Cl)(=[O:16])=[O:15].